This data is from Reaction yield outcomes from USPTO patents with 853,638 reactions. The task is: Predict the reaction yield, written as a fraction of the theoretical maximum amount of product (1.0 means a 100% yield; for example, 0.34 means a 34% yield). (1) The reactants are [CH2:1]([O:5][C:6]1[CH:11]=[CH:10][C:9]([CH2:12][C:13]([O:15]C)=[O:14])=[CH:8][CH:7]=1)[CH:2]([CH3:4])[CH3:3].O.[OH-].[K+]. The catalyst is CO. The product is [CH2:1]([O:5][C:6]1[CH:7]=[CH:8][C:9]([CH2:12][C:13]([OH:15])=[O:14])=[CH:10][CH:11]=1)[CH:2]([CH3:4])[CH3:3]. The yield is 0.920. (2) The reactants are [C:1]([C:3]1[N:4]=[C:5]([C:16]([OH:18])=O)[N:6]([CH2:8][O:9][CH2:10][CH2:11][Si:12]([CH3:15])([CH3:14])[CH3:13])[CH:7]=1)#[N:2].[K+].C(C1N=C(C([O-])=O)N(COCC[Si](C)(C)C)C=1)#N.CCN(C(C)C)C(C)C.[C:47]1([C:53]2[CH:58]=[C:57]([CH:59]3[CH2:64][CH2:63][N:62]([O:65][CH3:66])[CH2:61][CH2:60]3)[CH:56]=[CH:55][C:54]=2[NH2:67])[CH2:52][CH2:51][CH2:50][CH2:49][CH:48]=1.C1CN([P+](Br)(N2CCCC2)N2CCCC2)CC1.F[P-](F)(F)(F)(F)F. The catalyst is C(Cl)Cl. The product is [C:47]1([C:53]2[CH:58]=[C:57]([CH:59]3[CH2:64][CH2:63][N:62]([O:65][CH3:66])[CH2:61][CH2:60]3)[CH:56]=[CH:55][C:54]=2[NH:67][C:16]([C:5]2[N:6]([CH2:8][O:9][CH2:10][CH2:11][Si:12]([CH3:13])([CH3:14])[CH3:15])[CH:7]=[C:3]([C:1]#[N:2])[N:4]=2)=[O:18])[CH2:52][CH2:51][CH2:50][CH2:49][CH:48]=1. The yield is 0.480. (3) The reactants are [Br:1][C:2]1[CH:7]=[C:6]([C:8]([OH:10])=O)[CH:5]=[CH:4][N:3]=1.CCN=C=NCCCN(C)C.C(N(CC)CC)C.Cl.[CH3:30][NH:31][O:32][CH3:33]. The catalyst is C(Cl)Cl. The product is [Br:1][C:2]1[CH:7]=[C:6]([C:8]([N:31]([O:32][CH3:33])[CH3:30])=[O:10])[CH:5]=[CH:4][N:3]=1. The yield is 0.590.